From a dataset of Full USPTO retrosynthesis dataset with 1.9M reactions from patents (1976-2016). Predict the reactants needed to synthesize the given product. (1) Given the product [CH3:31][C:28]1[CH:27]=[CH:26][C:25]2[C:30](=[C:21]([O:20][CH2:68][CH2:67][CH2:66][O:65][C:58]3[CH:59]=[CH:60][CH:61]=[C:62]4[C:57]=3[N:56]=[C:55]([NH2:54])[CH:64]=[CH:63]4)[CH:22]=[CH:23][CH:24]=2)[N:29]=1, predict the reactants needed to synthesize it. The reactants are: C1C=CC(P(C2C=CC=CC=2)C2C=CC=CC=2)=CC=1.[OH:20][C:21]1[CH:22]=[CH:23][CH:24]=[C:25]2[C:30]=1[N:29]=[C:28]([CH3:31])[CH:27]=[CH:26]2.C1C=CC(COC(/N=N/C(OCC2C=CC=CC=2)=O)=O)=CC=1.[NH2:54][C:55]1[CH:64]=[CH:63][C:62]2[C:57](=[C:58]([O:65][CH2:66][CH2:67][CH2:68]O)[CH:59]=[CH:60][CH:61]=2)[N:56]=1. (2) Given the product [Br:1][C:2]1([CH2:5][CH2:6][O:7][Si:14]([C:17]([CH3:20])([CH3:19])[CH3:18])([CH3:16])[CH3:15])[CH2:4][CH2:3]1, predict the reactants needed to synthesize it. The reactants are: [Br:1][C:2]1([CH2:5][CH2:6][OH:7])[CH2:4][CH2:3]1.N1C=CC=CC=1.[Si:14](OS(C(F)(F)F)(=O)=O)([C:17]([CH3:20])([CH3:19])[CH3:18])([CH3:16])[CH3:15]. (3) Given the product [NH:19]1[C:27]2[C:22](=[C:23]([C:2]3[N:3]=[C:4]([N:13]4[CH2:18][CH2:17][O:16][CH2:15][CH2:14]4)[C:5]4[S:10][C:9]([CH:11]=[O:12])=[CH:8][C:6]=4[N:7]=3)[CH:24]=[CH:25][CH:26]=2)[CH:21]=[CH:20]1, predict the reactants needed to synthesize it. The reactants are: Cl[C:2]1[N:3]=[C:4]([N:13]2[CH2:18][CH2:17][O:16][CH2:15][CH2:14]2)[C:5]2[S:10][C:9]([CH:11]=[O:12])=[CH:8][C:6]=2[N:7]=1.[NH:19]1[C:27]2[CH:26]=[CH:25][CH:24]=[C:23](B(O)O)[C:22]=2[CH:21]=[CH:20]1.C(=O)([O-])O.[Na+]. (4) Given the product [C:1]([C:5]1[O:9][C:8](=[O:10])[O:7][C:6]=1[CH2:11][OH:12])([CH3:4])([CH3:2])[CH3:3], predict the reactants needed to synthesize it. The reactants are: [C:1]([C:5]1[O:9][C:8](=[O:10])[O:7][C:6]=1[C:11](O)=[O:12])([CH3:4])([CH3:3])[CH3:2]. (5) The reactants are: [O:1]=[C:2]1[C:7]([CH2:8][C:9]2[CH:14]=[CH:13][C:12]([C:15]3[C:16]([C:21]#[N:22])=[CH:17][CH:18]=[CH:19][CH:20]=3)=[CH:11][CH:10]=2)=[C:6]([CH2:23][CH2:24][CH3:25])[N:5]2[N:26]=[CH:27][N:28]=[C:4]2[N:3]1[CH:29]1[CH2:34][CH2:33][C:32](=[O:35])[CH2:31][CH2:30]1.[CH3:36][C:37](O)([C:39]([CH3:42])([OH:41])[CH3:40])[CH3:38].O.C1(C)C=CC(S(O)(=O)=O)=CC=1. Given the product [O:1]=[C:2]1[C:7]([CH2:8][C:9]2[CH:10]=[CH:11][C:12]([C:15]3[C:16]([C:21]#[N:22])=[CH:17][CH:18]=[CH:19][CH:20]=3)=[CH:13][CH:14]=2)=[C:6]([CH2:23][CH2:24][CH3:25])[N:5]2[N:26]=[CH:27][N:28]=[C:4]2[N:3]1[CH:29]1[CH2:30][CH2:31][C:32]2([O:41][C:39]([CH3:42])([CH3:40])[C:37]([CH3:38])([CH3:36])[O:35]2)[CH2:33][CH2:34]1, predict the reactants needed to synthesize it. (6) The reactants are: [C:1]([O-:7])(=[O:6])[CH2:2][CH2:3][CH2:4]C.[Co+2:8].[C:9]([O-:15])(=[O:14])[CH2:10][CH2:11][CH2:12]C.[N:16]1[C:24]([NH2:25])=[C:23]2[C:19]([N:20]=[CH:21][NH:22]2)=[N:18][CH:17]=1.O. Given the product [C:1]([O-:7])(=[O:6])[CH2:2][CH2:3][CH3:4].[Co+2:8].[C:9]([O-:15])(=[O:14])[CH2:10][CH2:11][CH3:12].[N:16]1[C:24]([NH2:25])=[C:23]2[C:19]([N:20]=[CH:21][NH:22]2)=[N:18][CH:17]=1, predict the reactants needed to synthesize it. (7) Given the product [CH3:1][O:2][C:3]1[CH:27]=[C:26]([O:28][CH3:29])[CH:25]=[CH:24][C:4]=1[CH2:5][NH:6][C:7]1[N:16]2[N:17]=[C:18]([CH:20]=[O:21])[N:19]=[C:15]2[C:14]2[CH:13]=[CH:12][CH:11]=[C:10]([O:22][CH3:23])[C:9]=2[N:8]=1, predict the reactants needed to synthesize it. The reactants are: [CH3:1][O:2][C:3]1[CH:27]=[C:26]([O:28][CH3:29])[CH:25]=[CH:24][C:4]=1[CH2:5][NH:6][C:7]1[N:16]2[N:17]=[C:18]([CH2:20][OH:21])[N:19]=[C:15]2[C:14]2[CH:13]=[CH:12][CH:11]=[C:10]([O:22][CH3:23])[C:9]=2[N:8]=1.